From a dataset of Full USPTO retrosynthesis dataset with 1.9M reactions from patents (1976-2016). Predict the reactants needed to synthesize the given product. (1) The reactants are: [Br:1][C:2]1[CH:11]=[C:10]2[C:5]([CH:6]=[CH:7][N:8]=[C:9]2Cl)=[CH:4][CH:3]=1. Given the product [Br:1][C:2]1[CH:11]=[C:10]2[C:5]([CH:6]=[CH:7][N:8]=[CH:9]2)=[CH:4][CH:3]=1, predict the reactants needed to synthesize it. (2) Given the product [F:19][C:18]1[CH:17]=[CH:16][N:15]=[C:14]2[NH:10][C:11]([CH3:20])=[CH:12][C:13]=12, predict the reactants needed to synthesize it. The reactants are: C1(S([N:10]2[C:14]3=[N:15][CH:16]=[CH:17][C:18]([F:19])=[C:13]3[CH:12]=[CH:11]2)(=O)=O)C=CC=CC=1.[CH2:20]([Li])CCC.IC.[Cl-].[NH4+].[F-].C([N+](CCCC)(CCCC)CCCC)CCC.